This data is from Full USPTO retrosynthesis dataset with 1.9M reactions from patents (1976-2016). The task is: Predict the reactants needed to synthesize the given product. (1) Given the product [F:1][C:2]1[C:10]([CH3:11])=[CH:9][CH:8]=[CH:7][C:3]=1[C:4]([O:6][CH3:16])=[O:5], predict the reactants needed to synthesize it. The reactants are: [F:1][C:2]1[C:10]([CH3:11])=[CH:9][CH:8]=[CH:7][C:3]=1[C:4]([OH:6])=[O:5].S(Cl)(Cl)=O.[CH3:16]O. (2) Given the product [CH2:1]([O:3][C:4]([N:6]1[C:15]2[C:10](=[N:11][C:12]([O:16][CH3:17])=[CH:13][CH:14]=2)[C@@H:9]([NH:18][C:19]2[N:24]=[C:23]([CH2:25][C:26]3[CH:31]=[C:30]([C:32]([F:33])([F:34])[F:35])[CH:29]=[C:28]([C:36]([F:37])([F:38])[F:39])[CH:27]=3)[C:22]([N:40]3[CH2:41][CH2:42][CH:43]([C:46]([OH:48])=[O:47])[CH2:44][CH2:45]3)=[CH:21][N:20]=2)[CH2:8][C@H:7]1[CH2:51][CH3:52])=[O:5])[CH3:2], predict the reactants needed to synthesize it. The reactants are: [CH2:1]([O:3][C:4]([N:6]1[C:15]2[C:10](=[N:11][C:12]([O:16][CH3:17])=[CH:13][CH:14]=2)[C@@H:9]([NH:18][C:19]2[N:24]=[C:23]([CH2:25][C:26]3[CH:31]=[C:30]([C:32]([F:35])([F:34])[F:33])[CH:29]=[C:28]([C:36]([F:39])([F:38])[F:37])[CH:27]=3)[C:22]([N:40]3[CH2:45][CH2:44][CH:43]([C:46]([O:48]CC)=[O:47])[CH2:42][CH2:41]3)=[CH:21][N:20]=2)[CH2:8][C@H:7]1[CH2:51][CH3:52])=[O:5])[CH3:2].[OH-].[K+].Cl. (3) Given the product [O:25]1[C:29]2[CH:30]=[CH:31][C:32]([C:34]([N:19]3[CH2:20][CH2:21][CH2:22][N:16]([CH2:15][C:14]4[CH:23]=[CH:24][C:11]([O:10][CH2:9][CH2:8][CH2:7][N:1]5[CH2:2][CH2:3][CH2:4][CH2:5][CH2:6]5)=[CH:12][CH:13]=4)[CH2:17][CH2:18]3)=[O:35])=[CH:33][C:28]=2[O:27][CH2:26]1, predict the reactants needed to synthesize it. The reactants are: [N:1]1([CH2:7][CH2:8][CH2:9][O:10][C:11]2[CH:24]=[CH:23][C:14]([CH2:15][N:16]3[CH2:22][CH2:21][CH2:20][NH:19][CH2:18][CH2:17]3)=[CH:13][CH:12]=2)[CH2:6][CH2:5][CH2:4][CH2:3][CH2:2]1.[O:25]1[C:29]2[CH:30]=[CH:31][C:32]([C:34](O)=[O:35])=[CH:33][C:28]=2[O:27][CH2:26]1.C1(N=C=NC2CCCCC2)CCCCC1.O.ON1C2C=CC=CC=2N=N1. (4) Given the product [NH:1]1[C:2]2[C:3](=[CH:4][C:5]([C:8]3([C:11]([O:13][CH3:14])=[O:12])[CH2:10][CH2:9]3)=[CH:6][CH:7]=2)[CH:15]=[CH:16]1, predict the reactants needed to synthesize it. The reactants are: [NH2:1][C:2]1[CH:7]=[CH:6][C:5]([C:8]2([C:11]([O:13][CH3:14])=[O:12])[CH2:10][CH2:9]2)=[CH:4][C:3]=1[C:15]#[C:16][Si](C)(C)C.